This data is from Catalyst prediction with 721,799 reactions and 888 catalyst types from USPTO. The task is: Predict which catalyst facilitates the given reaction. (1) The catalyst class is: 1. Product: [Cl:43][C:39]1[CH:38]=[C:37]([C:34]2[O:35][N:36]=[C:32]3[CH:31]=[CH:30][C:29]([C:27]([C:24]4[CH:23]=[CH:22][C:21]([Cl:20])=[CH:26][CH:25]=4)([C:11]4[N:7]([CH3:6])[CH:8]=[N:9][CH:10]=4)[OH:28])=[CH:44][C:33]=23)[CH:42]=[CH:41][CH:40]=1. Reactant: C([Li])CCC.[CH3:6][N:7]1[CH:11]=[CH:10][N:9]=[CH:8]1.Cl[Si](CC)(CC)CC.[Cl:20][C:21]1[CH:26]=[CH:25][C:24]([C:27]([C:29]2[CH:30]=[CH:31][C:32]3[C:33]([CH:44]=2)=[C:34]([C:37]2[CH:42]=[CH:41][CH:40]=[C:39]([Cl:43])[CH:38]=2)[O:35][N:36]=3)=[O:28])=[CH:23][CH:22]=1. (2) Reactant: [C:1]1([C:7]2[CH:8]=[C:9]([C:16]3[O:20][N:19]=[C:18]([C:21]4[CH:22]=[C:23]5[C:27](=[CH:28][CH:29]=4)[NH:26][CH:25]=[CH:24]5)[N:17]=3)[S:10][C:11]=2[C:12]([F:15])([F:14])[F:13])[CH:6]=[CH:5][CH:4]=[CH:3][CH:2]=1.Br[CH2:31][CH2:32][C:33]([O:35][CH2:36][CH3:37])=[O:34].C(=O)([O-])[O-].[Cs+].[Cs+]. Product: [C:1]1([C:7]2[CH:8]=[C:9]([C:16]3[O:20][N:19]=[C:18]([C:21]4[CH:22]=[C:23]5[C:27](=[CH:28][CH:29]=4)[N:26]([CH2:31][CH2:32][C:33]([O:35][CH2:36][CH3:37])=[O:34])[CH:25]=[CH:24]5)[N:17]=3)[S:10][C:11]=2[C:12]([F:15])([F:14])[F:13])[CH:2]=[CH:3][CH:4]=[CH:5][CH:6]=1. The catalyst class is: 3. (3) Reactant: C(OC([N:8]1[CH2:12][CH:11]([CH2:13][C:14]2[CH:19]=[C:18]([F:20])[CH:17]=[C:16]([F:21])[CH:15]=2)[CH:10]([CH2:22][N:23]([CH:37]2[CH2:39][CH2:38]2)[C:24]([CH:26]2[C:35]3[C:30](=[CH:31][CH:32]=[CH:33][CH:34]=3)[NH:29][C:28](=[O:36])[CH2:27]2)=[O:25])[CH2:9]1)=O)(C)(C)C.Cl.CC#N.O.CC#N. Product: [CH:37]1([N:23]([CH2:22][CH:10]2[CH:11]([CH2:13][C:14]3[CH:19]=[C:18]([F:20])[CH:17]=[C:16]([F:21])[CH:15]=3)[CH2:12][NH:8][CH2:9]2)[C:24]([CH:26]2[C:35]3[C:30](=[CH:31][CH:32]=[CH:33][CH:34]=3)[NH:29][C:28](=[O:36])[CH2:27]2)=[O:25])[CH2:39][CH2:38]1. The catalyst class is: 6. (4) Reactant: C[O:2][C:3]([C:5]1[S:9][N:8]=[N:7][C:6]=1[CH3:10])=[O:4].[OH-].[Na+].Cl. Product: [CH3:10][C:6]1[N:7]=[N:8][S:9][C:5]=1[C:3]([OH:4])=[O:2]. The catalyst class is: 5. (5) Reactant: [CH:1]1[C:13]2[NH:12][C:11]3[C:6](=[CH:7][CH:8]=[CH:9][CH:10]=3)[C:5]=2[CH:4]=[CH:3][CH:2]=1.[Br:14][CH2:15][CH2:16][CH2:17]Br.[H-].[Na+]. Product: [Br:14][CH2:15][CH2:16][CH2:17][N:12]1[C:11]2[CH:10]=[CH:9][CH:8]=[CH:7][C:6]=2[C:5]2[C:13]1=[CH:1][CH:2]=[CH:3][CH:4]=2. The catalyst class is: 1. (6) Reactant: Cl[CH2:2][C:3]([NH:5][C:6]1[C:11]([CH:12]([CH3:14])[CH3:13])=[CH:10][CH:9]=[CH:8][C:7]=1[CH:15]([CH3:17])[CH3:16])=[O:4].[NH2:18][CH2:19][C:20]1([NH:26][C:27]2[CH:32]=[CH:31][CH:30]=[CH:29][CH:28]=2)[CH2:25][CH2:24][CH2:23][CH2:22][CH2:21]1.O. Product: [CH:15]([C:7]1[CH:8]=[CH:9][CH:10]=[C:11]([CH:12]([CH3:14])[CH3:13])[C:6]=1[NH:5][C:3](=[O:4])[CH2:2][NH:18][CH2:19][C:20]1([NH:26][C:27]2[CH:32]=[CH:31][CH:30]=[CH:29][CH:28]=2)[CH2:25][CH2:24][CH2:23][CH2:22][CH2:21]1)([CH3:17])[CH3:16]. The catalyst class is: 9. (7) Reactant: [F:1][C:2]1[CH:16]=[CH:15][C:5]2[NH:6][C:7]([CH:9]3[O:14][CH2:13][CH2:12][NH:11][CH2:10]3)=[N:8][C:4]=2[CH:3]=1.CCN(C(C)C)C(C)C.[Cl:26][C:27]1[CH:32]=[C:31](Cl)[N:30]=[C:29]([NH2:34])[N:28]=1. Product: [Cl:26][C:27]1[CH:32]=[C:31]([N:11]2[CH2:12][CH2:13][O:14][CH:9]([C:7]3[NH:6][C:5]4[CH:15]=[CH:16][C:2]([F:1])=[CH:3][C:4]=4[N:8]=3)[CH2:10]2)[N:30]=[C:29]([NH2:34])[N:28]=1. The catalyst class is: 8. (8) Reactant: [Cl:1][C:2]1[CH:26]=[CH:25][CH:24]=[C:23]([Cl:27])[C:3]=1[C:4]([NH:6][CH2:7][C:8]1[CH:13]=[CH:12][C:11]([C:14]2[CH:19]=[CH:18][N:17]([CH2:20]Cl)[C:16](=[O:22])[CH:15]=2)=[CH:10][CH:9]=1)=[O:5].C(=O)([O-])[O-].[K+].[K+].[C:34]([O:38][P:39]([O-:46])([O:41][C:42]([CH3:45])([CH3:44])[CH3:43])=[O:40])([CH3:37])([CH3:36])[CH3:35].[K+].C(OCC)(=O)C. Product: [Cl:1][C:2]1[CH:26]=[CH:25][CH:24]=[C:23]([Cl:27])[C:3]=1[C:4]([NH:6][CH2:7][C:8]1[CH:13]=[CH:12][C:11]([C:14]2[CH:19]=[CH:18][N:17]([CH2:20][O:46][P:39](=[O:40])([O:38][C:34]([CH3:37])([CH3:36])[CH3:35])[O:41][C:42]([CH3:43])([CH3:44])[CH3:45])[C:16](=[O:22])[CH:15]=2)=[CH:10][CH:9]=1)=[O:5]. The catalyst class is: 589. (9) Reactant: [CH3:1][C:2]1[N:6]([CH2:7][C:8]([N:10]2[CH2:15][CH2:14][CH:13]([C:16](=[S:18])[NH2:17])[CH2:12][CH2:11]2)=[O:9])[N:5]=[C:4]([C:19]([F:22])([F:21])[F:20])[CH:3]=1.Br[CH2:24][C:25]([C:27]1[CH2:31][C@H:30]([C:32]2[CH:37]=[CH:36][CH:35]=[CH:34][CH:33]=2)[O:29][N:28]=1)=O. Product: [C:32]1([C@@H:30]2[O:29][N:28]=[C:27]([C:25]3[N:17]=[C:16]([CH:13]4[CH2:14][CH2:15][N:10]([C:8](=[O:9])[CH2:7][N:6]5[C:2]([CH3:1])=[CH:3][C:4]([C:19]([F:22])([F:20])[F:21])=[N:5]5)[CH2:11][CH2:12]4)[S:18][CH:24]=3)[CH2:31]2)[CH:33]=[CH:34][CH:35]=[CH:36][CH:37]=1. The catalyst class is: 40. (10) Product: [CH2:34]([C@@H:12]1[C@@H:13]([O:14][CH2:15][C:16]2[CH:21]=[CH:20][CH:19]=[CH:18][CH:17]=2)[C@H:9]([O:8][CH2:1][C:2]2[CH:3]=[CH:4][CH:5]=[CH:6][CH:7]=2)[C@@H:10]([CH2:23][O:24][CH2:25][C:26]2[CH:31]=[CH:30][CH:29]=[CH:28][CH:27]=2)[N:11]1[OH:22])[CH:33]=[CH2:32]. Reactant: [CH2:1]([O:8][C@H:9]1[C@H:13]([O:14][CH2:15][C:16]2[CH:21]=[CH:20][CH:19]=[CH:18][CH:17]=2)[CH:12]=[N+:11]([O-:22])[C@@H:10]1[CH2:23][O:24][CH2:25][C:26]1[CH:31]=[CH:30][CH:29]=[CH:28][CH:27]=1)[C:2]1[CH:7]=[CH:6][CH:5]=[CH:4][CH:3]=1.[CH2:32]([Mg]Cl)[CH:33]=[CH2:34].[NH4+].[Cl-]. The catalyst class is: 1.